From a dataset of Catalyst prediction with 721,799 reactions and 888 catalyst types from USPTO. Predict which catalyst facilitates the given reaction. (1) Reactant: [C:1]([NH:4][CH2:5][CH:6]1[CH:12]([C:13]2[CH:18]=[CH:17][C:16]([Cl:19])=[C:15]([Cl:20])[CH:14]=2)[O:11][CH2:10][CH2:9][N:8](C(OC(C)(C)C)=O)[CH2:7]1)(=[O:3])[NH2:2].C(OCC)(=O)C.Cl. Product: [ClH:19].[Cl:20][C:15]1[CH:14]=[C:13]([CH:12]2[O:11][CH2:10][CH2:9][NH:8][CH2:7][CH:6]2[CH2:5][NH:4][C:1]([NH2:2])=[O:3])[CH:18]=[CH:17][C:16]=1[Cl:19]. The catalyst class is: 8. (2) Reactant: [CH3:1][C:2]([CH3:37])([CH2:6][O:7][C:8]1[CH:13]=[CH:12][C:11]([C:14]2[CH:19]=[CH:18][C:17]([C:20]3[N:21](COCC[Si](C)(C)C)[CH:22]=[C:23]([C:25]([F:28])([F:27])[F:26])[N:24]=3)=[CH:16][CH:15]=2)=[CH:10][N:9]=1)[C:3]([OH:5])=[O:4]. Product: [CH3:1][C:2]([CH3:37])([CH2:6][O:7][C:8]1[CH:13]=[CH:12][C:11]([C:14]2[CH:15]=[CH:16][C:17]([C:20]3[NH:24][C:23]([C:25]([F:28])([F:26])[F:27])=[CH:22][N:21]=3)=[CH:18][CH:19]=2)=[CH:10][N:9]=1)[C:3]([OH:5])=[O:4]. The catalyst class is: 574.